Dataset: Forward reaction prediction with 1.9M reactions from USPTO patents (1976-2016). Task: Predict the product of the given reaction. (1) Given the reactants [NH2:1][C:2]1[CH:7]=[N:6][CH:5]=[C:4]([Cl:8])[N:3]=1.C[Mg]I.[N-:12]=[C:13]=[O:14].[CH2:15]1[CH2:19][O:18][CH2:17][CH2:16]1, predict the reaction product. The product is: [Cl:8][C:4]1[N:3]=[C:2]([NH:1][C:13]([NH:12][C:15]2[CH:16]=[C:16]([CH3:17])[CH:15]=[CH:19][C:19]=2[O:18][CH3:17])=[O:14])[CH:7]=[N:6][CH:5]=1. (2) Given the reactants [NH2:1][C@H:2]([C:4]1[CH:13]=[CH:12][C:7]([C:8]([O:10][CH3:11])=[O:9])=[CH:6][CH:5]=1)[CH3:3].[C:14](O[C:14]([O:16][C:17]([CH3:20])([CH3:19])[CH3:18])=[O:15])([O:16][C:17]([CH3:20])([CH3:19])[CH3:18])=[O:15].C(N(CC)CC)C.CCOC(C)=O.CCCCCCC, predict the reaction product. The product is: [C:17]([O:16][C:14]([NH:1][C@H:2]([C:4]1[CH:13]=[CH:12][C:7]([C:8]([O:10][CH3:11])=[O:9])=[CH:6][CH:5]=1)[CH3:3])=[O:15])([CH3:20])([CH3:19])[CH3:18]. (3) Given the reactants [CH2:1]([O:8][C:9](=[O:26])[NH:10][C@@H:11]([C:20]1[CH:25]=[CH:24][CH:23]=[CH:22][CH:21]=1)[C:12](=[O:19])[N:13]1[CH2:18][CH2:17][NH:16][CH2:15][CH2:14]1)[C:2]1[CH:7]=[CH:6][CH:5]=[CH:4][CH:3]=1.Br[CH2:28][CH2:29][O:30][CH2:31][CH2:32][O:33][CH2:34][CH2:35][O:36][CH2:37][CH2:38][O:39][CH2:40][CH2:41][O:42][CH3:43].C(=O)([O-])[O-].[K+].[K+], predict the reaction product. The product is: [CH2:1]([O:8][C:9](=[O:26])[NH:10][C@@H:11]([C:20]1[CH:25]=[CH:24][CH:23]=[CH:22][CH:21]=1)[C:12]([N:13]1[CH2:18][CH2:17][N:16]([CH2:28][CH2:29][O:30][CH2:31][CH2:32][O:33][CH2:34][CH2:35][O:36][CH2:37][CH2:38][O:39][CH2:40][CH2:41][O:42][CH3:43])[CH2:15][CH2:14]1)=[O:19])[C:2]1[CH:7]=[CH:6][CH:5]=[CH:4][CH:3]=1. (4) Given the reactants [Br:1][C:2]1[CH:7]=[CH:6][CH:5]=[CH:4][C:3]=1C=C.C[N+]1([O-])[CH2:16][CH2:15][O:14]CC1.[OH2:18], predict the reaction product. The product is: [Br:1][C:2]1[CH:7]=[CH:6][CH:5]=[CH:4][C:3]=1[CH:15]([OH:14])[CH2:16][OH:18]. (5) Given the reactants C[O:2][C:3]1[CH:4]=[C:5]2[C:10](=[CH:11][CH:12]=1)[CH:9]=[C:8]([C:13]1[NH:14][C:15]([C:18]3[CH:23]=[CH:22][CH:21]=[CH:20][CH:19]=3)=[CH:16][CH:17]=1)[CH:7]=[CH:6]2.Cl.N1C=CC=CC=1, predict the reaction product. The product is: [C:18]1([C:15]2[NH:14][C:13]([C:8]3[CH:9]=[C:10]4[C:5](=[CH:6][CH:7]=3)[CH:4]=[C:3]([OH:2])[CH:12]=[CH:11]4)=[CH:17][CH:16]=2)[CH:19]=[CH:20][CH:21]=[CH:22][CH:23]=1.